From a dataset of Forward reaction prediction with 1.9M reactions from USPTO patents (1976-2016). Predict the product of the given reaction. (1) The product is: [CH3:1][S:2]([C:5]1[CH:6]=[CH:7][C:8]([CH2:9][O:10][C:11]2[CH:12]=[CH:13][C:14]([CH2:17][OH:18])=[N:15][CH:16]=2)=[CH:22][CH:23]=1)(=[O:4])=[O:3]. Given the reactants [CH3:1][S:2]([C:5]1[CH:23]=[CH:22][C:8]([CH2:9][O:10][C:11]2[CH:12]=[CH:13][C:14]([CH2:17][O:18]C(=O)C)=[N:15][CH:16]=2)=[CH:7][CH:6]=1)(=[O:4])=[O:3].O.[OH-].[Na+], predict the reaction product. (2) Given the reactants C([O:8][N:9]1[C:15](=[O:16])[N:14]2[CH2:17][C@H:10]1[CH2:11][CH2:12][C@H:13]2[C:18]([NH:20][O:21][C@H:22]1[CH2:26][CH2:25][N:24]([C:27]([O:29][C:30]([CH3:33])([CH3:32])[CH3:31])=[O:28])[CH2:23]1)=[O:19])C1C=CC=CC=1, predict the reaction product. The product is: [OH:8][N:9]1[C:15](=[O:16])[N:14]2[CH2:17][C@H:10]1[CH2:11][CH2:12][C@H:13]2[C:18]([NH:20][O:21][C@H:22]1[CH2:26][CH2:25][N:24]([C:27]([O:29][C:30]([CH3:33])([CH3:32])[CH3:31])=[O:28])[CH2:23]1)=[O:19]. (3) Given the reactants O[N:2]=[C:3]([C:5]1[C:13]2[C:8](=[CH:9][CH:10]=[C:11]([C:14]([F:17])([F:16])[F:15])[CH:12]=2)[N:7]([CH3:18])[CH:6]=1)[CH3:4].[OH-].[NH4+].[H][H], predict the reaction product. The product is: [CH3:18][N:7]1[C:8]2[C:13](=[CH:12][C:11]([C:14]([F:15])([F:16])[F:17])=[CH:10][CH:9]=2)[C:5]([CH:3]([NH2:2])[CH3:4])=[CH:6]1. (4) Given the reactants Br[CH:2]([C:4]1[CH:35]=[CH:34][C:7]([C:8]([NH:10][C:11]2[CH:16]=[CH:15][C:14]([CH3:17])=[C:13]([C:18]3[CH:27]=[C:26]4[C:21]([CH:22]=[C:23]([NH:28][C:29]([CH:31]5[CH2:33][CH2:32]5)=[O:30])[N:24]=[CH:25]4)=[CH:20][CH:19]=3)[CH:12]=2)=[O:9])=[CH:6][CH:5]=1)[CH3:3].[CH3:36][NH:37][CH3:38].C(N(CC)CC)C.CN(C)C=O, predict the reaction product. The product is: [CH:31]1([C:29]([NH:28][C:23]2[N:24]=[CH:25][C:26]3[C:21]([CH:22]=2)=[CH:20][CH:19]=[C:18]([C:13]2[CH:12]=[C:11]([NH:10][C:8](=[O:9])[C:7]4[CH:34]=[CH:35][C:4]([CH:2]([N:37]([CH3:38])[CH3:36])[CH3:3])=[CH:5][CH:6]=4)[CH:16]=[CH:15][C:14]=2[CH3:17])[CH:27]=3)=[O:30])[CH2:33][CH2:32]1. (5) Given the reactants [CH2:1]([O:8][C:9]([NH:11][C@H:12]1[CH2:16][CH2:15][N:14]([C@H:17]2[CH2:22][CH2:21][C@@H:20]([NH:23]C(OC(C)(C)C)=O)[CH2:19][C@H:18]2[C:31]([O:33][CH3:34])=[O:32])[C:13]1=[O:35])=[O:10])[C:2]1[CH:7]=[CH:6][CH:5]=[CH:4][CH:3]=1.C(O)(C(F)(F)F)=O, predict the reaction product. The product is: [NH2:23][C@H:20]1[CH2:19][C@@H:18]([C:31]([O:33][CH3:34])=[O:32])[C@@H:17]([N:14]2[CH2:15][CH2:16][C@H:12]([NH:11][C:9]([O:8][CH2:1][C:2]3[CH:7]=[CH:6][CH:5]=[CH:4][CH:3]=3)=[O:10])[C:13]2=[O:35])[CH2:22][CH2:21]1. (6) The product is: [NH2:16][C:13]1[CH:14]=[CH:15][C:7]([I:6])=[C:8]([CH:12]=1)[C:9]([NH2:11])=[O:10]. Given the reactants O.O.[Sn](Cl)Cl.[I:6][C:7]1[CH:15]=[CH:14][C:13]([N+:16]([O-])=O)=[CH:12][C:8]=1[C:9]([NH2:11])=[O:10], predict the reaction product. (7) Given the reactants ClC1C=C(C=CC=1F)[C:5]1[C:10]([C:11]2[CH:20]=[CH:19][C:18]3[C:13](=[CH:14][CH:15]=[C:16]([C:21]4[N:25]([CH:26]5[CH2:31][CH2:30][CH2:29][CH2:28][CH2:27]5)[C:24]5[CH:32]=[CH:33][C:34]([C:36]([OH:38])=[O:37])=[CH:35][C:23]=5[N:22]=4)[CH:17]=3)[N:12]=2)=[CH:9][C:8]([O:39][CH3:40])=[CH:7][CH:6]=1.COC(C1C=CC2N(C3CCCCC3)C(C3C=C4C(=CC=3)N=C(C3C=C(OC)C=CC=3Br)C=C4)=NC=2C=1)=O.[Cl:83][C:84]1[CH:85]=[C:86](B(O)O)[CH:87]=[CH:88][C:89]=1[Cl:90], predict the reaction product. The product is: [CH:26]1([N:25]2[C:24]3[CH:32]=[CH:33][C:34]([C:36]([OH:38])=[O:37])=[CH:35][C:23]=3[N:22]=[C:21]2[C:16]2[CH:17]=[C:18]3[C:13](=[CH:14][CH:15]=2)[N:12]=[C:11]([C:10]2[C:5]([C:86]4[CH:87]=[CH:88][C:89]([Cl:90])=[C:84]([Cl:83])[CH:85]=4)=[CH:6][CH:7]=[C:8]([O:39][CH3:40])[CH:9]=2)[CH:20]=[CH:19]3)[CH2:27][CH2:28][CH2:29][CH2:30][CH2:31]1.